This data is from Reaction yield outcomes from USPTO patents with 853,638 reactions. The task is: Predict the reaction yield, written as a fraction of the theoretical maximum amount of product (1.0 means a 100% yield; for example, 0.34 means a 34% yield). (1) The product is [Br:1][C:2]1[CH:7]=[C:6]([C:8]([O:27][CH3:26])=[O:10])[CH:5]=[C:4]([C:11]([O:13][CH3:14])=[O:12])[CH:3]=1. No catalyst specified. The reactants are [Br:1][C:2]1[CH:3]=[C:4]([C:11]([OH:13])=[O:12])[CH:5]=[C:6]([C:8]([OH:10])=O)[CH:7]=1.[C:14]([O-])([O-])=O.[Cs+].[Cs+].CI.O.CN([CH:26]=[O:27])C. The yield is 0.900. (2) The reactants are [Na].[CH2:2]([O:4][C:5]([C:7]1[NH:8][N:9]=[CH:10][C:11]=1[C:12]([O:14][CH2:15][CH3:16])=[O:13])=[O:6])[CH3:3].[CH2:17](I)[CH3:18]. The catalyst is C(O)C.C([O-])C.[Na+]. The product is [CH2:2]([O:4][C:5]([C:7]1[N:8]([CH2:17][CH3:18])[N:9]=[CH:10][C:11]=1[C:12]([O:14][CH2:15][CH3:16])=[O:13])=[O:6])[CH3:3]. The yield is 0.310. (3) The reactants are [NH2:1][C:2]1[C:3](=[O:18])[N:4]([CH3:17])[CH2:5][C:6]([C:9]2[CH:14]=[C:13](Br)[CH:12]=[CH:11][C:10]=2[F:16])([CH3:8])[N:7]=1.[N-:19]=[N+]=[N-].[Na+].C([O-])([O-])=O.[Na+].[Na+].CNCCNC. The catalyst is CS(C)=O.[Cu]I. The product is [NH2:1][C:2]1[C:3](=[O:18])[N:4]([CH3:17])[CH2:5][C:6]([C:9]2[CH:14]=[C:13]([NH2:19])[CH:12]=[CH:11][C:10]=2[F:16])([CH3:8])[N:7]=1. The yield is 0.950. (4) The reactants are Cl.[C:2]([C:6]1[CH:7]=[C:8]([NH2:19])[N:9]([C:11]2[CH:16]=[CH:15][CH:14]=[C:13]([O:17]C)[CH:12]=2)[N:10]=1)([CH3:5])([CH3:4])[CH3:3].Cl.[NH+]1C=CC=CC=1.O. The catalyst is CCOC(C)=O. The product is [NH2:19][C:8]1[N:9]([C:11]2[CH:12]=[C:13]([OH:17])[CH:14]=[CH:15][CH:16]=2)[N:10]=[C:6]([C:2]([CH3:5])([CH3:4])[CH3:3])[CH:7]=1. The yield is 0.190. (5) The reactants are [CH3:1][O:2][C:3]1[CH:4]=[C:5]2[C:10](=[CH:11][C:12]=1[O:13][CH3:14])[N:9]=[CH:8][N:7]=[C:6]2[O:15][C:16]1[CH:22]=[CH:21][C:19]([NH2:20])=[CH:18][CH:17]=1.C(N(CC)CC)C.ClC(Cl)(O[C:34](=[O:40])OC(Cl)(Cl)Cl)Cl.[CH2:42]([N:44]([C:48]1[CH:53]=[CH:52][CH:51]=[C:50]([CH3:54])[CH:49]=1)[CH2:45][CH2:46][NH2:47])[CH3:43]. The catalyst is C(Cl)(Cl)Cl.O. The product is [CH3:1][O:2][C:3]1[CH:4]=[C:5]2[C:10](=[CH:11][C:12]=1[O:13][CH3:14])[N:9]=[CH:8][N:7]=[C:6]2[O:15][C:16]1[CH:22]=[CH:21][C:19]([NH:20][C:34]([NH:47][CH2:46][CH2:45][N:44]([CH2:42][CH3:43])[C:48]2[CH:53]=[CH:52][CH:51]=[C:50]([CH3:54])[CH:49]=2)=[O:40])=[CH:18][CH:17]=1. The yield is 1.00. (6) The reactants are [NH2:1][C:2]1[CH:7]=[CH:6][CH:5]=[CH:4][N:3]=1.[Cl:8][C:9]1[CH:16]=[CH:15][CH:14]=[C:13]([F:17])[C:10]=1[CH:11]=O.[N+:18]([C:20]1[CH:29]=[CH:28][C:23]2[O:24][CH2:25][CH2:26][O:27][C:22]=2[CH:21]=1)#[C-:19]. The catalyst is O1CCOCC1.[Cl-].[Zn+2].[Cl-]. The product is [Cl:8][C:9]1[CH:16]=[CH:15][CH:14]=[C:13]([F:17])[C:10]=1[C:11]1[N:1]=[C:2]2[CH:7]=[CH:6][CH:5]=[CH:4][N:3]2[C:19]=1[NH:18][C:20]1[CH:29]=[CH:28][C:23]2[O:24][CH2:25][CH2:26][O:27][C:22]=2[CH:21]=1. The yield is 0.230. (7) The reactants are Cl[C:2]1[N:7]=[C:6]([N:8]2[CH2:13][CH2:12][O:11][CH2:10][CH2:9]2)[C:5]([N+:14]([O-:16])=[O:15])=[CH:4][CH:3]=1.C(N(CC)CC)C.[F:24][C:25]1[CH:32]=[CH:31][C:28]([CH2:29][NH2:30])=[CH:27][CH:26]=1.Cl. The catalyst is CC#N. The product is [F:24][C:25]1[CH:32]=[CH:31][C:28]([CH2:29][NH:30][C:2]2[CH:3]=[CH:4][C:5]([N+:14]([O-:16])=[O:15])=[C:6]([N:8]3[CH2:13][CH2:12][O:11][CH2:10][CH2:9]3)[N:7]=2)=[CH:27][CH:26]=1. The yield is 1.00. (8) The reactants are [CH3:1][C:2]1([CH3:17])[CH2:7][CH2:6][CH:5]([NH:8][C:9]2[C:14](I)=[CH:13][N:12]=[C:11]([NH2:16])[N:10]=2)[CH2:4][CH2:3]1.[Cl:18][C:19]1[C:20]([O:28][CH3:29])=[N:21][CH:22]=[CH:23][C:24]=1B(O)O.N#N.C(=O)([O-])[O-].[Na+].[Na+].C([O-])(O)=O.[Na+]. The catalyst is Cl[Pd](Cl)([P](C1C=CC=CC=1)(C1C=CC=CC=1)C1C=CC=CC=1)[P](C1C=CC=CC=1)(C1C=CC=CC=1)C1C=CC=CC=1.O1CCOCC1. The product is [Cl:18][C:19]1[C:20]([O:28][CH3:29])=[N:21][CH:22]=[CH:23][C:24]=1[C:14]1[C:9]([NH:8][CH:5]2[CH2:6][CH2:7][C:2]([CH3:17])([CH3:1])[CH2:3][CH2:4]2)=[N:10][C:11]([NH2:16])=[N:12][CH:13]=1. The yield is 0.810.